From a dataset of TCR-epitope binding with 47,182 pairs between 192 epitopes and 23,139 TCRs. Binary Classification. Given a T-cell receptor sequence (or CDR3 region) and an epitope sequence, predict whether binding occurs between them. (1) The epitope is TVYDPLQPELDSFK. The TCR CDR3 sequence is CARSSVLSGANVLTF. Result: 1 (the TCR binds to the epitope). (2) The epitope is KRWIILGLNK. The TCR CDR3 sequence is CASSQGRLSAEAFF. Result: 1 (the TCR binds to the epitope).